Dataset: NCI-60 drug combinations with 297,098 pairs across 59 cell lines. Task: Regression. Given two drug SMILES strings and cell line genomic features, predict the synergy score measuring deviation from expected non-interaction effect. Drug 1: C1=C(C(=O)NC(=O)N1)N(CCCl)CCCl. Drug 2: CN1C(=O)N2C=NC(=C2N=N1)C(=O)N. Cell line: OVCAR-4. Synergy scores: CSS=-2.39, Synergy_ZIP=0.752, Synergy_Bliss=3.21, Synergy_Loewe=-1.69, Synergy_HSA=-0.490.